From a dataset of Catalyst prediction with 721,799 reactions and 888 catalyst types from USPTO. Predict which catalyst facilitates the given reaction. (1) Reactant: [Cr](O[Cr]([O-])(=O)=O)([O-])(=O)=O.[NH+]1C=CC=CC=1.[NH+]1C=CC=CC=1.[OH:22][C:23]([CH3:57])([CH3:56])[CH2:24][CH2:25][CH2:26][C@H:27]([C@@H:45]1[C@:53]2([CH3:54])[C@H:48]([C@@H:49]([OH:55])[CH2:50][CH2:51][CH2:52]2)[CH2:47][CH2:46]1)[CH2:28][CH2:29][C@@H:30]1[C:34]([CH3:36])([CH3:35])[O:33][CH:32]([C:37]2[CH:42]=[CH:41][C:40]([O:43][CH3:44])=[CH:39][CH:38]=2)[O:31]1.CO.C(Cl)(Cl)Cl. Product: [OH:22][C:23]([CH3:57])([CH3:56])[CH2:24][CH2:25][CH2:26][C@H:27]([C@@H:45]1[C@:53]2([CH3:54])[C@H:48]([C:49](=[O:55])[CH2:50][CH2:51][CH2:52]2)[CH2:47][CH2:46]1)[CH2:28][CH2:29][C@@H:30]1[C:34]([CH3:36])([CH3:35])[O:33][CH:32]([C:37]2[CH:38]=[CH:39][C:40]([O:43][CH3:44])=[CH:41][CH:42]=2)[O:31]1. The catalyst class is: 4. (2) Reactant: [C:1]([C:3]1[C:8]([F:9])=[C:7]([C:10]([F:13])([F:12])[F:11])[CH:6]=[CH:5][C:4]=1[NH:14][C:15](=[O:19])OCC)#[N:2].[CH:20]([NH:22]N)=O.C[N:25]1CCCC1=O. Product: [F:9][C:8]1[C:3]2[C:1]3[N:2]([N:25]=[CH:20][N:22]=3)[C:15](=[O:19])[NH:14][C:4]=2[CH:5]=[CH:6][C:7]=1[C:10]([F:11])([F:12])[F:13]. The catalyst class is: 6.